This data is from Forward reaction prediction with 1.9M reactions from USPTO patents (1976-2016). The task is: Predict the product of the given reaction. Given the reactants [C-:1]#[N:2].[K+].Cl[C:5]1[S:6][C:7]2[C:8]([N:21]=1)=[CH:9][C:10]1[C:11]([CH3:20])=[CH:12][C:13]([CH3:19])([CH3:18])[N:14]([CH3:17])[C:15]=1[CH:16]=2.O, predict the reaction product. The product is: [CH3:17][N:14]1[C:15]2[CH:16]=[C:7]3[S:6][C:5]([C:1]#[N:2])=[N:21][C:8]3=[CH:9][C:10]=2[C:11]([CH3:20])=[CH:12][C:13]1([CH3:19])[CH3:18].